From a dataset of Reaction yield outcomes from USPTO patents with 853,638 reactions. Predict the reaction yield, written as a fraction of the theoretical maximum amount of product (1.0 means a 100% yield; for example, 0.34 means a 34% yield). The reactants are CCCCCC.C([Li])CCC.BrC1C=C(F)C=CC=1.[N:20]1[C:29]2[C:24](=[C:25]3C=CC=C[C:26]3=[C:27]3C=CC=C[C:28]3=2)[N:23]=[CH:22][CH:21]=1. The catalyst is O1CCCC1. The product is [N:20]1[C:29]2[C:24](=[CH:25][CH:26]=[CH:27][CH:28]=2)[N:23]=[CH:22][CH:21]=1. The yield is 0.230.